From a dataset of Forward reaction prediction with 1.9M reactions from USPTO patents (1976-2016). Predict the product of the given reaction. Given the reactants C(=O)([O-])[O-].[K+].[K+].[C:7]([C:9]1[S:10][C:11]([CH2:14][NH2:15])=[CH:12][CH:13]=1)#[N:8].[CH3:16][C:17]([O:20][C:21](O[C:21]([O:20][C:17]([CH3:19])([CH3:18])[CH3:16])=[O:22])=[O:22])([CH3:19])[CH3:18].CCCCCC.C(OCC)(=O)C, predict the reaction product. The product is: [C:7]([C:9]1[S:10][C:11]([CH2:14][NH:15][C:21]([O:20][C:17]([CH3:19])([CH3:18])[CH3:16])=[O:22])=[CH:12][CH:13]=1)#[N:8].